This data is from Full USPTO retrosynthesis dataset with 1.9M reactions from patents (1976-2016). The task is: Predict the reactants needed to synthesize the given product. (1) Given the product [CH2:2]([C:1]1[O:10][N:45]=[C:36]([C:37]2[CH:42]=[CH:41][C:40]([CH2:43][OH:44])=[CH:39][CH:38]=2)[N:35]=1)[CH2:3][CH2:4][CH2:5][CH2:6][CH2:7][CH3:8], predict the reactants needed to synthesize it. The reactants are: [C:1]([OH:10])(=O)[CH2:2][CH2:3][CH2:4][CH2:5][CH2:6][CH2:7][CH3:8].O.ON1C2C=CC=CC=2N=N1.Cl.CN(C)CCCN=C=NCC.O[N:35]=[C:36]([NH2:45])[C:37]1[CH:42]=[CH:41][C:40]([CH2:43][OH:44])=[CH:39][CH:38]=1. (2) Given the product [CH3:14][C:13]1([CH3:15])[C:16]([CH3:18])([CH3:17])[O:11][B:9]([C:5]2[CH:4]=[C:3]([CH:8]=[CH:7][CH:6]=2)[CH:1]=[O:2])[O:10]1, predict the reactants needed to synthesize it. The reactants are: [CH:1]([C:3]1[CH:4]=[C:5]([B:9]([OH:11])[OH:10])[CH:6]=[CH:7][CH:8]=1)=[O:2].O[C:13]([C:16](O)([CH3:18])[CH3:17])([CH3:15])[CH3:14]. (3) Given the product [CH3:19][C:18]1[C:2]([CH3:1])=[CH:3][C:4]2[N:8]([C:21]3[CH:26]=[CH:25][CH:24]=[CH:23][N:22]=3)[C:7](/[CH:9]=[CH:10]/[C:11]3[CH:12]=[CH:13][CH:14]=[CH:15][CH:16]=3)=[N:6][C:5]=2[CH:17]=1, predict the reactants needed to synthesize it. The reactants are: [CH3:1][C:2]1[C:18]([CH3:19])=[CH:17][C:5]2[NH:6][C:7]([CH:9]=[CH:10][C:11]3[CH:16]=[CH:15][CH:14]=[CH:13][CH:12]=3)=[N:8][C:4]=2[CH:3]=1.F[C:21]1[CH:26]=[CH:25][CH:24]=[CH:23][N:22]=1.N1C=CC=CC=1N1C2C=CC=CC=2N=C1/C=C/C1C=CC=CC=1. (4) Given the product [NH2:20][C:10]1[N:9]([C:5]2[CH:6]=[CH:7][CH:8]=[C:3]([O:2][CH3:1])[CH:4]=2)[C:21](=[O:24])[CH:22]=[CH:23][C:11]=1[C:12](=[O:19])[C:13]1[CH:14]=[CH:15][CH:16]=[CH:17][CH:18]=1, predict the reactants needed to synthesize it. The reactants are: [CH3:1][O:2][C:3]1[CH:4]=[C:5]([NH:9][C:10](=[NH:20])[CH2:11][C:12](=[O:19])[C:13]2[CH:18]=[CH:17][CH:16]=[CH:15][CH:14]=2)[CH:6]=[CH:7][CH:8]=1.[C:21](OC)(=[O:24])[C:22]#[CH:23].